This data is from Reaction yield outcomes from USPTO patents with 853,638 reactions. The task is: Predict the reaction yield, written as a fraction of the theoretical maximum amount of product (1.0 means a 100% yield; for example, 0.34 means a 34% yield). (1) The reactants are [NH2:1][C@H:2]([CH2:7][OH:8])[CH2:3][CH2:4][S:5][CH3:6].[CH3:9][N:10]1[CH2:15][CH2:14][N:13]([C:16]2[S:17][CH:18]=[C:19]([C:21]3[CH:26]=[CH:25][C:24]([C:27]4[O:31][C:30](=[O:32])[C:29]5([CH2:37][CH2:36][CH2:35][CH2:34][CH2:33]5)[N:28]=4)=[CH:23][CH:22]=3)[N:20]=2)[CH2:12][CH2:11]1. The catalyst is CN(C)C=O. The product is [CH3:9][N:10]1[CH2:15][CH2:14][N:13]([C:16]2[S:17][CH:18]=[C:19]([C:21]3[CH:22]=[CH:23][C:24]([C:27]([NH:28][C:29]4([C:30]([NH:1][C@H:2]([CH2:7][OH:8])[CH2:3][CH2:4][S:5][CH3:6])=[O:32])[CH2:33][CH2:34][CH2:35][CH2:36][CH2:37]4)=[O:31])=[CH:25][CH:26]=3)[N:20]=2)[CH2:12][CH2:11]1. The yield is 0.860. (2) The reactants are [C:1]([C:5]1[CH:9]=[C:8]([NH2:10])[N:7]([C:11]2[CH:16]=[CH:15][CH:14]=[CH:13][CH:12]=2)[N:6]=1)([CH3:4])([CH3:3])[CH3:2].Cl[C:18]([O:20][C:21]1[CH:26]=[CH:25][CH:24]=[CH:23][CH:22]=1)=[O:19].C([O-])([O-])=O.[K+].[K+]. The catalyst is C1COCC1. The product is [C:1]([C:5]1[CH:9]=[C:8]([NH:10][C:18](=[O:19])[O:20][C:21]2[CH:26]=[CH:25][CH:24]=[CH:23][CH:22]=2)[N:7]([C:11]2[CH:16]=[CH:15][CH:14]=[CH:13][CH:12]=2)[N:6]=1)([CH3:4])([CH3:2])[CH3:3]. The yield is 0.420.